Task: Predict which catalyst facilitates the given reaction.. Dataset: Catalyst prediction with 721,799 reactions and 888 catalyst types from USPTO (1) Reactant: C[O:2][C:3]1[CH:11]=[CH:10][C:6]([C:7]([OH:9])=[O:8])=[C:5]([CH3:12])[CH:4]=1.C(Cl)Cl.B(Br)(Br)Br. Product: [OH:2][C:3]1[CH:11]=[CH:10][C:6]([C:7]([OH:9])=[O:8])=[C:5]([CH3:12])[CH:4]=1. The catalyst class is: 6. (2) Reactant: [CH3:1][C:2]([C:18]1[CH:26]=[CH:25][CH:24]=[CH:23][C:19]=1[C:20]([NH2:22])=[O:21])([CH3:17])[CH2:3][C:4]([C:13]([F:16])([F:15])[F:14])([O:8][Si](C)(C)C)[CH2:5][C:6]#[CH:7].CCCC[N+](CCCC)(CCCC)CCCC.[F-]. Product: [OH:8][C:4]([C:13]([F:14])([F:15])[F:16])([CH2:5][C:6]#[CH:7])[CH2:3][C:2]([C:18]1[CH:26]=[CH:25][CH:24]=[CH:23][C:19]=1[C:20]([NH2:22])=[O:21])([CH3:1])[CH3:17]. The catalyst class is: 56. (3) Reactant: [C:1]([O:5][C:6](=[O:17])[NH:7][C:8]1[CH:13]=[CH:12][C:11]([CH2:14][CH2:15]O)=[CH:10][CH:9]=1)([CH3:4])([CH3:3])[CH3:2].N1C=CN=C1.C1(P(C2C=CC=CC=2)C2C=CC=CC=2)C=CC=CC=1.[I:42]I. Product: [C:1]([O:5][C:6](=[O:17])[NH:7][C:8]1[CH:13]=[CH:12][C:11]([CH2:14][CH2:15][I:42])=[CH:10][CH:9]=1)([CH3:4])([CH3:3])[CH3:2]. The catalyst class is: 4. (4) Reactant: [CH3:1][O:2][CH2:3][CH2:4][C:5]1[N:9]=[C:8]([C:10]2[C:18]3[CH2:17][CH2:16][O:15][CH2:14][C:13]=3[S:12][C:11]=2[NH:19][C:20]([C:22]2[CH2:27][CH2:26][CH2:25][CH2:24][C:23]=2[C:28]([OH:30])=[O:29])=[O:21])[O:7][N:6]=1.[CH:31]12CCC(CC1)C1C(OC(=O)[C:32]2=1)=O. Product: [CH3:1][O:2][CH2:3][CH2:4][C:5]1[N:9]=[C:8]([C:10]2[C:18]3[CH2:17][CH2:16][O:15][CH2:14][C:13]=3[S:12][C:11]=2[NH:19][C:20]([C:22]2[CH:27]3[CH2:31][CH2:32][CH:24]([CH2:25][CH2:26]3)[C:23]=2[C:28]([OH:30])=[O:29])=[O:21])[O:7][N:6]=1. The catalyst class is: 876. (5) Reactant: [F:1][C:2]1[CH:7]=[CH:6][C:5]([F:8])=[CH:4][C:3]=1[C:9]1[CH:14]=[CH:13][C:12]([CH2:15][S:16]([NH:19][C:20]2[CH:28]=[CH:27][C:23]([C:24]([OH:26])=[O:25])=[C:22]([OH:29])[CH:21]=2)(=[O:18])=[O:17])=[CH:11][CH:10]=1.[C:30](N1C=CN=C1)(N1C=CN=C1)=O.CO.N1C=CC=CC=1. Product: [F:1][C:2]1[CH:7]=[CH:6][C:5]([F:8])=[CH:4][C:3]=1[C:9]1[CH:10]=[CH:11][C:12]([CH2:15][S:16]([NH:19][C:20]2[CH:28]=[CH:27][C:23]([C:24]([O:26][CH3:30])=[O:25])=[C:22]([OH:29])[CH:21]=2)(=[O:18])=[O:17])=[CH:13][CH:14]=1. The catalyst class is: 23. (6) Reactant: [C:1]([O:5][C:6]([N:8]([C@H:16]1[CH2:24][CH2:23][CH2:22][C@H:21]([O:25][CH2:26][C:27]([CH3:29])=[CH2:28])[C@@H:20]([OH:30])[C@H:19]([CH3:31])[O:18][C:17]1=[O:32])[C:9](=[O:15])[O:10][C:11]([CH3:14])([CH3:13])[CH3:12])=[O:7])([CH3:4])([CH3:3])[CH3:2].[CH3:33]N(C1C2C(N(C)C)=CC=CC=2C=CC=1)C.F[B-](F)(F)F.C[O+](C)C.C([O-])(O)=O.[Na+]. Product: [C:11]([O:10][C:9]([N:8]([C@H:16]1[CH2:24][CH2:23][CH2:22][C@H:21]([O:25][CH2:26][C:27]([CH3:29])=[CH2:28])[C@@H:20]([O:30][CH3:33])[C@H:19]([CH3:31])[O:18][C:17]1=[O:32])[C:6](=[O:7])[O:5][C:1]([CH3:2])([CH3:4])[CH3:3])=[O:15])([CH3:14])([CH3:13])[CH3:12]. The catalyst class is: 2.